This data is from Catalyst prediction with 721,799 reactions and 888 catalyst types from USPTO. The task is: Predict which catalyst facilitates the given reaction. (1) Reactant: [CH3:1][O:2][C:3]([C:5]1[CH:13]=[C:12]2[C:8]([CH:9]=[CH:10][NH:11]2)=[CH:7][CH:6]=1)=[O:4].Br[CH2:15][CH2:16][O:17][C:18]1[CH:23]=[CH:22][CH:21]=[CH:20][CH:19]=1.C([O-])([O-])=O.[K+].[K+]. Product: [O:17]([CH2:16][CH2:15][N:11]1[C:12]2[C:8](=[CH:7][CH:6]=[C:5]([C:3]([O:2][CH3:1])=[O:4])[CH:13]=2)[CH:9]=[CH:10]1)[C:18]1[CH:23]=[CH:22][CH:21]=[CH:20][CH:19]=1. The catalyst class is: 39. (2) Reactant: Cl[C:2]1[N:7]=[C:6]([NH:8][CH:9]2[CH2:11][CH2:10]2)[C:5]([Cl:12])=[CH:4][N:3]=1.C[O:14][CH:15](OC)[C:16]1[CH:17]=[C:18]([CH:20]=[CH:21][CH:22]=1)[NH2:19].C1(C)C=CC(S(O)(=O)=O)=CC=1.C([O-])(O)=O.[Na+]. Product: [Cl:12][C:5]1[C:6]([NH:8][CH:9]2[CH2:11][CH2:10]2)=[N:7][C:2]([NH:19][C:18]2[CH:17]=[C:16]([CH:15]=[O:14])[CH:22]=[CH:21][CH:20]=2)=[N:3][CH:4]=1. The catalyst class is: 12. (3) Reactant: FC(F)(F)C([NH:5][CH2:6][CH2:7][CH2:8][C:9]1[C:10]([NH2:25])=[N:11][C:12](=[O:24])[N:13]([CH:23]=1)[C@@H:14]1[O:22][C@H:19]([CH2:20][OH:21])[C@@H:17]([OH:18])[C@H:15]1[OH:16])=O.[OH-].[NH4+]. Product: [NH2:5][CH2:6][CH2:7][CH2:8][C:9]1[C:10]([NH2:25])=[N:11][C:12](=[O:24])[N:13]([CH:23]=1)[C@@H:14]1[O:22][C@H:19]([CH2:20][OH:21])[C@@H:17]([OH:18])[C@H:15]1[OH:16]. The catalyst class is: 6. (4) Reactant: C([O:8][C:9]1[C:13]2([CH2:18][CH2:17][N:16]([O:19][CH3:20])[CH2:15][CH2:14]2)[N:12]([CH2:21][CH:22]2[CH2:24][CH2:23]2)[C:11](=[O:25])[C:10]=1[C:26]1[C:31]([CH3:32])=[CH:30][C:29]([CH3:33])=[CH:28][C:27]=1[CH3:34])C1C=CC=CC=1. Product: [CH:22]1([CH2:21][N:12]2[C:13]3([CH2:14][CH2:15][N:16]([O:19][CH3:20])[CH2:17][CH2:18]3)[C:9]([OH:8])=[C:10]([C:26]3[C:27]([CH3:34])=[CH:28][C:29]([CH3:33])=[CH:30][C:31]=3[CH3:32])[C:11]2=[O:25])[CH2:24][CH2:23]1. The catalyst class is: 19. (5) Reactant: [CH3:1][O:2][C:3]([CH:5]1[N:9]2[C:10](=[O:17])[CH:11]([NH2:16])[CH2:12][CH:13]=[CH:14][CH2:15][CH:8]2[CH2:7][CH2:6]1)=[O:4].[C:18]1([N:24]=[C:25]=[O:26])[CH:23]=[CH:22][CH:21]=[CH:20][CH:19]=1.C(N(CC)CC)C. Product: [CH3:1][O:2][C:3]([CH:5]1[N:9]2[C:10](=[O:17])[CH:11]([NH:16][C:25]([NH:24][C:18]3[CH:23]=[CH:22][CH:21]=[CH:20][CH:19]=3)=[O:26])[CH2:12][CH:13]=[CH:14][CH2:15][CH:8]2[CH2:7][CH2:6]1)=[O:4]. The catalyst class is: 2. (6) The catalyst class is: 6. Reactant: [CH3:1][S:2][C:3]1[N:8]=[C:7]([C:9]2[S:13][CH:12]=[N:11][C:10]=2[C:14]2[CH:19]=[CH:18][CH:17]=[C:16]([N+:20]([O-])=O)[CH:15]=2)[CH:6]=[CH:5][N:4]=1.O.O.O.O.O.O.O.O.O.[S-2].[Na+].[Na+]. Product: [CH3:1][S:2][C:3]1[N:8]=[C:7]([C:9]2[S:13][CH:12]=[N:11][C:10]=2[C:14]2[CH:15]=[C:16]([NH2:20])[CH:17]=[CH:18][CH:19]=2)[CH:6]=[CH:5][N:4]=1. (7) Reactant: [CH3:1][C:2]1[C:6]([N+:7]([O-:9])=[O:8])=[C:5]([CH3:10])[NH:4][N:3]=1.C([O-])([O-])=O.[Cs+].[Cs+].Br[CH2:18][CH2:19][OH:20]. Product: [CH3:1][C:2]1[C:6]([N+:7]([O-:9])=[O:8])=[C:5]([CH3:10])[N:4]([CH2:18][CH2:19][OH:20])[N:3]=1. The catalyst class is: 496.